Dataset: Reaction yield outcomes from USPTO patents with 853,638 reactions. Task: Predict the reaction yield, written as a fraction of the theoretical maximum amount of product (1.0 means a 100% yield; for example, 0.34 means a 34% yield). (1) The reactants are [NH2:1][C:2]1[N:10]=[CH:9][N:8]=[C:7]2[C:3]=1[N:4]=[C:5](Br)[N:6]2[CH2:11][CH2:12][OH:13].[C:15]([C:17]1[CH:18]=[N:19][CH:20]=[CH:21][CH:22]=1)#[CH:16]. The catalyst is CCN(CC)CC.CN(C=O)C.[Cu]I. The product is [NH2:1][C:2]1[N:10]=[CH:9][N:8]=[C:7]2[C:3]=1[N:4]=[C:5]([C:16]#[C:15][C:17]1[CH:18]=[N:19][CH:20]=[CH:21][CH:22]=1)[N:6]2[CH2:11][CH2:12][OH:13]. The yield is 0.530. (2) No catalyst specified. The reactants are [F:1][C:2]1[CH:17]=[CH:16][C:5]([O:6][C:7]2[CH:15]=[CH:14][C:10]([C:11]([OH:13])=O)=[CH:9][CH:8]=2)=[CH:4][CH:3]=1.[F:18][C:19]1[CH:24]=[CH:23][C:22]([CH:25]([C:29]2[CH:34]=[CH:33][C:32]([F:35])=[CH:31][CH:30]=2)[CH2:26][CH2:27][NH2:28])=[CH:21][CH:20]=1.C(Cl)CCl.C1C=CC2N(O)N=NC=2C=1.CCN(C(C)C)C(C)C. The product is [F:18][C:19]1[CH:24]=[CH:23][C:22]([CH:25]([C:29]2[CH:30]=[CH:31][C:32]([F:35])=[CH:33][CH:34]=2)[CH2:26][CH2:27][NH:28][C:11](=[O:13])[C:10]2[CH:9]=[CH:8][C:7]([O:6][C:5]3[CH:4]=[CH:3][C:2]([F:1])=[CH:17][CH:16]=3)=[CH:15][CH:14]=2)=[CH:21][CH:20]=1. The yield is 0.770. (3) The reactants are [CH:1]([N:4]1[C:8]2[C:9]3[CH:10]=[CH:11][CH:12]=[CH:13][C:14]=3[O:15][C:16]3([CH2:21][CH2:20][N:19](C(OCC4C=CC=CC=4)=O)[CH2:18][CH2:17]3)[C:7]=2[CH:6]=[N:5]1)([CH3:3])[CH3:2].[H][H]. The catalyst is CO.[Pd]. The product is [CH:1]([N:4]1[C:8]2[C:9]3[CH:10]=[CH:11][CH:12]=[CH:13][C:14]=3[O:15][C:16]3([CH2:21][CH2:20][NH:19][CH2:18][CH2:17]3)[C:7]=2[CH:6]=[N:5]1)([CH3:3])[CH3:2]. The yield is 1.00. (4) The reactants are [C:1]([C:3]1[CH:11]=[CH:10][C:9]2[C:5](=[C:6](SC)C(=O)[N:8]=2)[CH:4]=1)#[N:2].[OH-:15].[K+].C[OH:18]. The catalyst is O. The product is [NH2:8][C:9]1[CH:10]=[CH:11][C:3]([C:1]#[N:2])=[CH:4][C:5]=1[C:6]([OH:18])=[O:15]. The yield is 0.340. (5) The catalyst is C1COCC1.O.C(OCC)(=O)C. The yield is 0.457. The product is [C:1]([C:5]1[CH:6]=[C:7]2[C:12](=[C:13]([F:15])[CH:14]=1)[C:11](=[O:16])[N:10]([C:17]1[CH:27]=[CH:26][CH:25]=[C:24]([C:28]3[CH:33]=[C:32]([NH:34][C:35]4[CH:40]=[CH:39][C:38]([CH2:41][N:42]5[CH2:45][CH:44]([O:46][CH3:47])[CH2:43]5)=[CH:37][N:36]=4)[C:31](=[O:48])[N:30]([CH3:49])[N:29]=3)[C:18]=1[CH2:19][OH:20])[N:9]=[CH:8]2)([CH3:4])([CH3:2])[CH3:3]. The reactants are [C:1]([C:5]1[CH:6]=[C:7]2[C:12](=[C:13]([F:15])[CH:14]=1)[C:11](=[O:16])[N:10]([C:17]1[CH:27]=[CH:26][CH:25]=[C:24]([C:28]3[CH:33]=[C:32]([NH:34][C:35]4[CH:40]=[CH:39][C:38]([CH2:41][N:42]5[CH2:45][CH:44]([O:46][CH3:47])[CH2:43]5)=[CH:37][N:36]=4)[C:31](=[O:48])[N:30]([CH3:49])[N:29]=3)[C:18]=1[CH2:19][O:20]C(=O)C)[N:9]=[CH:8]2)([CH3:4])([CH3:3])[CH3:2].[OH-].[Na+]. (6) The reactants are [Cl:1][C:2]1[N:7]=[C:6](Cl)[C:5]([F:9])=[CH:4][N:3]=1.[NH:10]1[CH2:15][CH2:14][O:13][CH2:12][CH:11]1[C:16]([OH:18])=O.CC[N:21]([CH:25]([CH3:27])[CH3:26])C(C)C.CN(C(ON1N=NC2C=CC=NC1=2)=[N+](C)C)C.F[P-](F)(F)(F)(F)F.C1(N)CC1. The catalyst is O.CS(C)=O. The product is [Cl:1][C:2]1[N:7]=[C:6]([N:10]2[CH2:15][CH2:14][O:13][CH2:12][CH:11]2[C:16]([NH:21][CH:25]2[CH2:27][CH2:26]2)=[O:18])[C:5]([F:9])=[CH:4][N:3]=1. The yield is 0.216. (7) The reactants are C([Li])CCC.[O:6]1[C:10]2[CH:11]=[CH:12][CH:13]=[CH:14][C:9]=2[N:8]=[CH:7]1.Br[C:16]1[C:25]2[C:20](=[CH:21][C:22]([O:28][CH3:29])=[C:23]([O:26][CH3:27])[CH:24]=2)[N:19]=[N:18][CH:17]=1. The catalyst is CN(C)C(=O)C.C1C=CC(/C=C/C(/C=C/C2C=CC=CC=2)=O)=CC=1.C1C=CC(/C=C/C(/C=C/C2C=CC=CC=2)=O)=CC=1.C1C=CC(/C=C/C(/C=C/C2C=CC=CC=2)=O)=CC=1.[Pd].[Pd]. The product is [O:6]1[C:10]2[CH:11]=[CH:12][CH:13]=[CH:14][C:9]=2[N:8]=[C:7]1[C:16]1[C:25]2[C:20](=[CH:21][C:22]([O:28][CH3:29])=[C:23]([O:26][CH3:27])[CH:24]=2)[N:19]=[N:18][CH:17]=1. The yield is 0.130. (8) The reactants are [Br:1][C:2]1[CH:3]=[C:4]([CH:7]=[CH:8][CH:9]=1)[C:5]#[N:6].Cl.C(N(CC)CC)C.[N-:18]=[N+:19]=[N-:20].[Na+]. The catalyst is C1(C)C=CC=CC=1.O. The product is [Br:1][C:2]1[CH:3]=[C:4]([C:5]2[N:18]=[N:19][NH:20][N:6]=2)[CH:7]=[CH:8][CH:9]=1. The yield is 0.943.